From a dataset of Peptide-MHC class I binding affinity with 185,985 pairs from IEDB/IMGT. Regression. Given a peptide amino acid sequence and an MHC pseudo amino acid sequence, predict their binding affinity value. This is MHC class I binding data. The peptide sequence is ATATELNNAL. The MHC is Mamu-A01 with pseudo-sequence Mamu-A01. The binding affinity (normalized) is 0.357.